Dataset: Forward reaction prediction with 1.9M reactions from USPTO patents (1976-2016). Task: Predict the product of the given reaction. (1) Given the reactants C([O:7][C:8]1[CH:13]=[CH:12][C:11]([C:14]2[CH:19]=[C:18]([O:20][CH3:21])[CH:17]=[CH:16][C:15]=2[F:22])=[C:10]([C:23]2[O:24][C:25]([C:28]([CH3:31])([CH3:30])[CH3:29])=[N:26][N:27]=2)[CH:9]=1)(=O)C(C)(C)C.[OH-].[Na+].O.Cl, predict the reaction product. The product is: [C:28]([C:25]1[O:24][C:23]([C:10]2[CH:9]=[C:8]([OH:7])[CH:13]=[CH:12][C:11]=2[C:14]2[CH:19]=[C:18]([O:20][CH3:21])[CH:17]=[CH:16][C:15]=2[F:22])=[N:27][N:26]=1)([CH3:31])([CH3:29])[CH3:30]. (2) Given the reactants I[C:2]1[C:10]2[C:5](=[CH:6][CH:7]=[C:8]([NH:11][S:12]([C:15]3[CH:20]=[CH:19][CH:18]=[CH:17][C:16]=3[S:21]([CH3:24])(=[O:23])=[O:22])(=[O:14])=[O:13])[CH:9]=2)[N:4](C(OC(C)(C)C)=O)[N:3]=1.[F:32][C:33]1[CH:38]=[CH:37][C:36](/[CH:39]=[CH:40]/B(O)O)=[CH:35][CH:34]=1.C(=O)([O-])O.[Na+], predict the reaction product. The product is: [F:32][C:33]1[CH:38]=[CH:37][C:36](/[CH:39]=[CH:40]/[C:2]2[C:10]3[C:5](=[CH:6][CH:7]=[C:8]([NH:11][S:12]([C:15]4[CH:20]=[CH:19][CH:18]=[CH:17][C:16]=4[S:21]([CH3:24])(=[O:22])=[O:23])(=[O:13])=[O:14])[CH:9]=3)[NH:4][N:3]=2)=[CH:35][CH:34]=1. (3) Given the reactants [F:1][CH:2]([F:18])[C:3]12[CH2:10][CH2:9][C:6]([C:11]3[CH:16]=[C:15]([CH3:17])[N:14]=[CH:13][N:12]=3)([CH2:7][CH2:8]1)[CH2:5][CH2:4]2.C1C(=O)N([Br:26])C(=O)C1, predict the reaction product. The product is: [Br:26][CH2:17][C:15]1[CH:16]=[C:11]([C:6]23[CH2:7][CH2:8][C:3]([CH:2]([F:1])[F:18])([CH2:10][CH2:9]2)[CH2:4][CH2:5]3)[N:12]=[CH:13][N:14]=1. (4) Given the reactants C(O[CH2:9][C:10]1[C:11]([O:24]C)=[N:12][CH:13]=[CH:14][C:15]=1[C:16]([OH:23])([CH2:21][CH3:22])[CH2:17][C:18]([OH:20])=[O:19])C1C=CC=CC=1.C([O-])=O.[NH4+].C1(N=C=NC2CCCCC2)CCCCC1.[I-].[Na+].C[Si](Cl)(C)C, predict the reaction product. The product is: [CH2:21]([C:16]1([OH:23])[C:15]2[CH:14]=[CH:13][NH:12][C:11](=[O:24])[C:10]=2[CH2:9][O:19][C:18](=[O:20])[CH2:17]1)[CH3:22]. (5) Given the reactants [C:1]([O:5][C:6](=[O:19])[NH:7][CH2:8][C:9]1([C:15](=[NH:18])[NH:16][OH:17])[CH2:11][CH:10]1[CH:12]([CH3:14])[CH3:13])([CH3:4])([CH3:3])[CH3:2].[C:20](C1NC=CN=1)(C1NC=CN=1)=[O:21], predict the reaction product. The product is: [C:1]([O:5][C:6](=[O:19])[NH:7][CH2:8][C:9]1([C:15]2[NH:18][C:20](=[O:21])[O:17][N:16]=2)[CH2:11][CH:10]1[CH:12]([CH3:14])[CH3:13])([CH3:3])([CH3:4])[CH3:2]. (6) Given the reactants Cl[C:2]1[N:10]=[C:9]2[C:5]([N:6]=[CH:7][N:8]2[CH:11]2[CH2:15][CH2:14][CH2:13][CH2:12]2)=[C:4](Cl)[N:3]=1, predict the reaction product. The product is: [CH:11]1([N:8]2[CH:7]=[N:6][C:5]3[C:9]2=[N:10][CH:2]=[N:3][CH:4]=3)[CH2:12][CH2:13][CH2:14][CH2:15]1. (7) Given the reactants C(OC(=O)[NH:7][CH:8]([CH2:32][C:33]1[C:38]([CH3:39])=[CH:37][C:36]([C:40](=[O:42])[NH2:41])=[CH:35][C:34]=1[CH3:43])[C:9](=[O:31])[N:10]1[CH:19]([C:20]2[NH:21][CH:22]=[C:23]([C:25]3[CH:30]=[CH:29][CH:28]=[CH:27][CH:26]=3)[N:24]=2)[CH2:18][C:17]2[C:12](=[CH:13][CH:14]=[CH:15][CH:16]=2)[CH2:11]1)(C)(C)C.FC(F)(F)C(O)=O, predict the reaction product. The product is: [NH2:7][CH:8]([C:9](=[O:31])[N:10]1[CH:19]([C:20]2[NH:21][CH:22]=[C:23]([C:25]3[CH:30]=[CH:29][CH:28]=[CH:27][CH:26]=3)[N:24]=2)[CH2:18][C:17]2[C:12](=[CH:13][CH:14]=[CH:15][CH:16]=2)[CH2:11]1)[CH2:32][C:33]1[C:34]([CH3:43])=[CH:35][C:36]([C:40]([NH2:41])=[O:42])=[CH:37][C:38]=1[CH3:39]. (8) The product is: [CH2:1]([O:3][C:4]([C:6]1([NH:11][C:12]([CH:14]2[CH2:18][CH:17]([O:19][CH2:40][O:41][CH2:42][CH3:43])[CH2:16][CH:15]2[C:20](=[O:29])[N:21]([CH2:23][CH2:24][CH2:25][CH2:26][CH:27]=[CH2:28])[CH3:22])=[O:13])[CH2:8][CH:7]1[CH:9]=[CH2:10])=[O:5])[CH3:2]. Given the reactants [CH2:1]([O:3][C:4]([C:6]1([NH:11][C:12]([CH:14]2[CH2:18][CH:17]([OH:19])[CH2:16][CH:15]2[C:20](=[O:29])[N:21]([CH2:23][CH2:24][CH2:25][CH2:26][CH:27]=[CH2:28])[CH3:22])=[O:13])[CH2:8][CH:7]1[CH:9]=[CH2:10])=[O:5])[CH3:2].CCN(C(C)C)C(C)C.Cl[CH2:40][O:41][CH2:42][CH3:43], predict the reaction product.